Task: Predict the reaction yield, written as a fraction of the theoretical maximum amount of product (1.0 means a 100% yield; for example, 0.34 means a 34% yield).. Dataset: Reaction yield outcomes from USPTO patents with 853,638 reactions (1) The reactants are [C:1]([O:4][CH2:5][C:6]1[C:7]([N:21]2[CH2:33][CH2:32][N:24]3[C:25]4[CH2:26][CH2:27][CH2:28][CH2:29][C:30]=4[CH:31]=[C:23]3[C:22]2=[O:34])=[N:8][CH:9]=[CH:10][C:11]=1[C:12]1[CH:17]=[C:16](Br)[C:15](=[O:19])[N:14]([CH3:20])[CH:13]=1)(=[O:3])[CH3:2].[CH3:35][N:36]1[CH:41]([CH3:42])[CH2:40][N:39]2[N:43]=[C:44]([NH2:46])[CH:45]=[C:38]2[CH2:37]1.C(=O)([O-])[O-].[Cs+].[Cs+].CC1(C)C2C(=C(P(C3C=CC=CC=3)C3C=CC=CC=3)C=CC=2)OC2C(P(C3C=CC=CC=3)C3C=CC=CC=3)=CC=CC1=2. The catalyst is C1C=CC(/C=C/C(/C=C/C2C=CC=CC=2)=O)=CC=1.C1C=CC(/C=C/C(/C=C/C2C=CC=CC=2)=O)=CC=1.C1C=CC(/C=C/C(/C=C/C2C=CC=CC=2)=O)=CC=1.[Pd].[Pd].O1CCOCC1. The product is [C:1]([O:4][CH2:5][C:6]1[C:7]([N:21]2[CH2:33][CH2:32][N:24]3[C:25]4[CH2:26][CH2:27][CH2:28][CH2:29][C:30]=4[CH:31]=[C:23]3[C:22]2=[O:34])=[N:8][CH:9]=[CH:10][C:11]=1[C:12]1[CH:17]=[C:16]([NH:46][C:44]2[CH:45]=[C:38]3[CH2:37][N:36]([CH3:35])[CH:41]([CH3:42])[CH2:40][N:39]3[N:43]=2)[C:15](=[O:19])[N:14]([CH3:20])[CH:13]=1)(=[O:3])[CH3:2]. The yield is 0.130. (2) The reactants are [C:1]([Si:5]([CH3:8])([CH3:7])Cl)([CH3:4])([CH3:3])[CH3:2].[OH:9][C:10]1[CH:11]=[C:12]([CH:15]=[CH:16][CH:17]=1)[CH:13]=[O:14].N1C=CN=C1. The catalyst is C(Cl)(Cl)Cl. The product is [Si:5]([O:9][C:10]1[CH:11]=[C:12]([CH:15]=[CH:16][CH:17]=1)[CH:13]=[O:14])([C:1]([CH3:4])([CH3:3])[CH3:2])([CH3:8])[CH3:7]. The yield is 0.540. (3) The reactants are Br[C:2]1[CH:7]=[CH:6][CH:5]=[CH:4][N:3]=1.[CH2:8]([N:12]1[N:16]=[C:15]2[CH:17]=[CH:18][C:19]([CH3:21])=[CH:20][C:14]2=[N:13]1)[CH2:9][C:10]#[CH:11]. No catalyst specified. The product is [CH3:21][C:19]1[CH:18]=[CH:17][C:15]2=[N:16][N:12]([CH2:8][CH2:9][C:10]#[C:11][C:2]3[CH:7]=[CH:6][CH:5]=[CH:4][N:3]=3)[N:13]=[C:14]2[CH:20]=1. The yield is 0.370. (4) The reactants are [Br:1][C:2]1[C:6]2[CH:7]=[C:8]([O:11][CH3:12])[CH:9]=[CH:10][C:5]=2[O:4][C:3]=1[CH:13]([NH:20][C:21]1[CH:29]=[CH:28][C:24](C(O)=O)=[CH:23][CH:22]=1)[CH:14]1[CH2:19][CH2:18][CH2:17][CH2:16][CH2:15]1.CNC[CH2:33][C:34]([O:36][CH2:37][CH3:38])=[O:35].O.ON1C2C=CC=CC=2N=N1.Cl.C(N=C=NCCCN(C)C)C.Cl.[CH3:63][N:64]([CH3:67])[CH:65]=[O:66]. The catalyst is C(N(CC)CC)C. The product is [Br:1][C:2]1[C:6]2[CH:7]=[C:8]([O:11][CH3:12])[CH:9]=[CH:10][C:5]=2[O:4][C:3]=1[CH:13]([NH:20][C:21]1[CH:22]=[CH:23][C:24]([C:65]([N:64]([CH3:67])[CH2:63][CH2:33][C:34]([O:36][CH2:37][CH3:38])=[O:35])=[O:66])=[CH:28][CH:29]=1)[CH:14]1[CH2:19][CH2:18][CH2:17][CH2:16][CH2:15]1. The yield is 0.790. (5) The reactants are [CH2:1]([O:3][C:4]([C:6]1[N:7]([C:23]2[CH:28]=[CH:27][C:26]([O:29][CH:30]([CH3:32])[CH3:31])=[CH:25][CH:24]=2)[C:8]2[C:13]([CH:14]=1)=[CH:12][C:11]([O:15]CC1C=CC=CC=1)=[CH:10][CH:9]=2)=[O:5])[CH3:2]. The catalyst is CCOC(C)=O.CCO.[Pd]. The product is [CH2:1]([O:3][C:4]([C:6]1[N:7]([C:23]2[CH:28]=[CH:27][C:26]([O:29][CH:30]([CH3:31])[CH3:32])=[CH:25][CH:24]=2)[C:8]2[C:13]([CH:14]=1)=[CH:12][C:11]([OH:15])=[CH:10][CH:9]=2)=[O:5])[CH3:2]. The yield is 0.990.